Dataset: Full USPTO retrosynthesis dataset with 1.9M reactions from patents (1976-2016). Task: Predict the reactants needed to synthesize the given product. (1) Given the product [Br:31][CH2:19][C:20]1[CH:25]=[CH:24][C:23]([C:26]2[O:30][N:29]=[CH:28][CH:27]=2)=[CH:22][CH:21]=1, predict the reactants needed to synthesize it. The reactants are: C(OOC(=O)C1C=CC=CC=1)(=O)C1C=CC=CC=1.[CH3:19][C:20]1[CH:25]=[CH:24][C:23]([C:26]2[O:30][N:29]=[CH:28][CH:27]=2)=[CH:22][CH:21]=1.[Br:31]N1C(=O)CCC1=O. (2) Given the product [F:22][C:19]1[CH:20]=[CH:21][C:16]2[N:17]([CH:23]=[C:14]([CH2:10][CH2:11][C:12]#[C:13][C:2]3[CH:7]=[CH:6][CH:5]=[C:4]([CH2:8][F:9])[N:3]=3)[N:15]=2)[CH:18]=1, predict the reactants needed to synthesize it. The reactants are: Br[C:2]1[CH:7]=[CH:6][CH:5]=[C:4]([CH2:8][F:9])[N:3]=1.[CH2:10]([C:14]1[N:15]=[C:16]2[CH:21]=[CH:20][C:19]([F:22])=[CH:18][N:17]2[CH:23]=1)[CH2:11][C:12]#[CH:13]. (3) Given the product [CH2:29]([C:28]1[N:36]=[C:23]([C:10]2[C:11](=[O:22])[C:12]3[C:17](=[CH:16][C:15]([O:18][CH3:19])=[C:14]([O:20][CH3:21])[CH:13]=3)[N:8]([CH2:7][CH:1]3[CH2:2][CH2:3][CH2:4][CH2:5][CH2:6]3)[CH:9]=2)[O:24][N:27]=1)[C:30]1[CH:35]=[CH:34][CH:33]=[CH:32][CH:31]=1, predict the reactants needed to synthesize it. The reactants are: [CH:1]1([CH2:7][N:8]2[C:17]3[C:12](=[CH:13][C:14]([O:20][CH3:21])=[C:15]([O:18][CH3:19])[CH:16]=3)[C:11](=[O:22])[C:10]([C:23](O)=[O:24])=[CH:9]2)[CH2:6][CH2:5][CH2:4][CH2:3][CH2:2]1.O[NH:27][C:28](=[NH:36])[CH2:29][C:30]1[CH:35]=[CH:34][CH:33]=[CH:32][CH:31]=1. (4) Given the product [F:58][C:57]([F:60])([F:59])[C:55]([OH:61])=[O:56].[OH:21][CH2:20][CH2:19][CH2:18][C@H:16]1[O:17][C@H:11]2[C@H:12]([N:13]=[C:9]([NH:8][CH3:6])[S:10]2)[C@@H:14]([OH:35])[C@@H:15]1[OH:25], predict the reactants needed to synthesize it. The reactants are: C(O[C:6]([N:8](C)[C:9]1[S:10][C@H:11]2[O:17][C@H:16]([CH2:18][CH2:19][C:20](OCC)=[O:21])[C@@H:15]([O:25]CC3C=CC(OC)=CC=3)[C@H:14]([O:35]CC3C=CC(OC)=CC=3)[C@H:12]2[N:13]=1)=O)(C)(C)C.[H-].[H-].[H-].[H-].[Li+].[Al+3].ClCCl.[C:55]([OH:61])([C:57]([F:60])([F:59])[F:58])=[O:56]. (5) Given the product [Br:1][C:2]1[C:7]([F:8])=[CH:6][C:5]([NH2:9])=[CH:4][C:3]=1[Cl:13], predict the reactants needed to synthesize it. The reactants are: [Br:1][C:2]1[C:7]([F:8])=[CH:6][C:5]([NH:9]C(=O)C)=[CH:4][C:3]=1[Cl:13].Cl.